From a dataset of Full USPTO retrosynthesis dataset with 1.9M reactions from patents (1976-2016). Predict the reactants needed to synthesize the given product. (1) Given the product [Cl:29][C:26]1[CH:25]=[CH:24][C:23]([CH2:22][N:18]2[C:19]3[C:20](=[O:21])[N:12]([CH2:11][CH2:10][CH2:9][OH:8])[C:13](=[O:36])[N:14]([CH3:35])[C:15]=3[N:16]=[C:17]2[CH:30]([OH:34])[CH:31]([CH3:32])[CH3:33])=[CH:28][CH:27]=1, predict the reactants needed to synthesize it. The reactants are: [Si]([O:8][CH2:9][CH2:10][CH2:11][N:12]1[C:20](=[O:21])[C:19]2[N:18]([CH2:22][C:23]3[CH:28]=[CH:27][C:26]([Cl:29])=[CH:25][CH:24]=3)[C:17]([CH:30]([OH:34])[CH:31]([CH3:33])[CH3:32])=[N:16][C:15]=2[N:14]([CH3:35])[C:13]1=[O:36])(C(C)(C)C)(C)C.Cl. (2) The reactants are: [CH2:1]([N:8]1[CH2:16][CH2:15][CH:11]([C:12]([NH2:14])=O)[CH2:10][CH2:9]1)[C:2]1[CH:7]=[CH:6][CH:5]=[CH:4][CH:3]=1.[H-].[H-].[H-].[H-].[Li+].[Al+3].[OH-].[Na+].[O-]S([O-])(=O)=O.[Na+].[Na+]. Given the product [NH2:14][CH2:12][CH:11]1[CH2:10][CH2:9][N:8]([CH2:1][C:2]2[CH:7]=[CH:6][CH:5]=[CH:4][CH:3]=2)[CH2:16][CH2:15]1, predict the reactants needed to synthesize it. (3) Given the product [Cl:15][C:16]1[CH:21]=[CH:20][C:19]([S:22]([NH:1][CH:2]2[CH2:7][CH2:6][O:5][CH2:4][CH2:3]2)(=[O:24])=[O:23])=[CH:18][CH:17]=1, predict the reactants needed to synthesize it. The reactants are: [NH2:1][CH:2]1[CH2:7][CH2:6][O:5][CH2:4][CH2:3]1.C(N(CC)CC)C.[Cl:15][C:16]1[CH:21]=[CH:20][C:19]([S:22](Cl)(=[O:24])=[O:23])=[CH:18][CH:17]=1.Cl. (4) Given the product [F:13][C:14]1[CH:15]=[C:16]2[C:20](=[CH:21][C:22]=1[F:23])[NH:19][C:18]([C:24]1[CH:25]=[CH:26][C:27]([O:31][CH3:32])=[C:28]([NH:30][CH2:5][C:4]3[CH:7]=[CH:8][C:9]([N+:10]([O-:12])=[O:11])=[C:2]([OH:1])[CH:3]=3)[CH:29]=1)=[CH:17]2, predict the reactants needed to synthesize it. The reactants are: [OH:1][C:2]1[CH:3]=[C:4]([CH:7]=[CH:8][C:9]=1[N+:10]([O-:12])=[O:11])[CH:5]=O.[F:13][C:14]1[CH:15]=[C:16]2[C:20](=[CH:21][C:22]=1[F:23])[NH:19][C:18]([C:24]1[CH:25]=[CH:26][C:27]([O:31][CH3:32])=[C:28]([NH2:30])[CH:29]=1)=[CH:17]2.C(O[BH-](OC(=O)C)OC(=O)C)(=O)C.[Na+].C(=O)(O)[O-].[Na+]. (5) The reactants are: [Br:1][C:2]1[CH:7]=[CH:6][C:5]([CH3:8])=[CH:4][C:3]=1[OH:9].Cl[CH2:11][CH2:12][CH2:13][O:14][CH3:15]. Given the product [Br:1][C:2]1[CH:7]=[CH:6][C:5]([CH3:8])=[CH:4][C:3]=1[O:9][CH2:11][CH2:12][CH2:13][O:14][CH3:15], predict the reactants needed to synthesize it. (6) Given the product [NH2:1][C:4]1[N:9]=[CH:8][C:7]([O:10][CH:11]2[CH2:14][N:13]([C:15]([O:17][C:18]([CH3:21])([CH3:20])[CH3:19])=[O:16])[CH2:12]2)=[CH:6][CH:5]=1, predict the reactants needed to synthesize it. The reactants are: [N+:1]([C:4]1[N:9]=[CH:8][C:7]([O:10][CH:11]2[CH2:14][N:13]([C:15]([O:17][C:18]([CH3:21])([CH3:20])[CH3:19])=[O:16])[CH2:12]2)=[CH:6][CH:5]=1)([O-])=O.C(OCC)(=O)C.